Dataset: Serine/threonine kinase 33 screen with 319,792 compounds. Task: Binary Classification. Given a drug SMILES string, predict its activity (active/inactive) in a high-throughput screening assay against a specified biological target. (1) The molecule is O1CCN(CC1)c1ccc(NC(=O)CN(Cc2cc(OC)c(OCC)cc2)C)cc1. The result is 0 (inactive). (2) The drug is O=C(N1CCN(CC1)c1ccccc1)c1c(C(=O)N2CCN(CC2)c2ccccc2)cccc1. The result is 0 (inactive).